This data is from Full USPTO retrosynthesis dataset with 1.9M reactions from patents (1976-2016). The task is: Predict the reactants needed to synthesize the given product. (1) Given the product [OH:5][CH2:4][CH2:3][O:6][C:8]1[C:34]([CH3:35])=[CH:33][C:11]2[N:12]=[C:13]3[C:18]([N:19]([CH2:20][CH2:21][CH2:22][CH2:23][CH2:24][CH2:25][C:26]([OH:28])=[O:27])[C:10]=2[CH:9]=1)=[N:17][C:16](=[O:31])[NH:15][C:14]3=[O:32], predict the reactants needed to synthesize it. The reactants are: [H-].[Na+].[CH2:3]([OH:6])[CH2:4][OH:5].Cl[C:8]1[C:34]([CH3:35])=[CH:33][C:11]2[N:12]=[C:13]3[C:18]([N:19]([CH2:20][CH2:21][CH2:22][CH2:23][CH2:24][CH2:25][C:26]([O:28]CC)=[O:27])[C:10]=2[CH:9]=1)=[N:17][C:16](=[O:31])[NH:15][C:14]3=[O:32].C(O)(=O)C. (2) Given the product [CH2:46]([O:45][C:43]([CH:37]1[CH2:36][CH:35]2[N:34]([C:32]([C:24]3[CH:25]=[C:26]4[CH2:22][N:18]([C:16]([O:10][CH2:9][C:4]5[CH:3]=[C:2]([Cl:1])[CH:7]=[C:6]([Cl:8])[CH:5]=5)=[O:17])[CH2:19][CH2:20][N:21]4[N:23]=3)=[O:33])[CH:39]([CH2:40][CH2:41][CH2:42]2)[CH2:38]1)=[O:44])[CH3:47], predict the reactants needed to synthesize it. The reactants are: [Cl:1][C:2]1[CH:3]=[C:4]([CH2:9][OH:10])[CH:5]=[C:6]([Cl:8])[CH:7]=1.C1N=CN([C:16]([N:18]2[CH:22]=[N:21][CH:20]=[CH:19]2)=[O:17])C=1.[N:23]1N2CCNC[C:26]2=[CH:25][C:24]=1[C:32]([N:34]1[CH:39]2[CH2:40][CH2:41][CH2:42][CH:35]1[CH2:36][CH:37]([C:43]([O:45][CH2:46][CH3:47])=[O:44])[CH2:38]2)=[O:33]. (3) The reactants are: [OH:1][N:2]=C(OCC)C.C(N(CC)CC)C.[C:15]1([CH3:27])[CH:20]=[C:19]([CH3:21])[CH:18]=[C:17]([CH3:22])[C:16]=1[S:23](Cl)(=[O:25])=[O:24].Cl(O)(=O)(=O)=O. Given the product [C:15]1([CH3:27])[CH:20]=[C:19]([CH3:21])[CH:18]=[C:17]([CH3:22])[C:16]=1[S:23]([O:1][NH2:2])(=[O:25])=[O:24], predict the reactants needed to synthesize it. (4) Given the product [N+:1]([C:4]1[CH:17]=[CH:16][C:7]([O:8][C:9]2[CH:15]=[CH:14][C:12]3[N:13]=[C:18]([NH2:19])[S:20][C:11]=3[CH:10]=2)=[CH:6][CH:5]=1)([O-:3])=[O:2], predict the reactants needed to synthesize it. The reactants are: [N+:1]([C:4]1[CH:17]=[CH:16][C:7]([O:8][C:9]2[CH:15]=[CH:14][C:12]([NH2:13])=[CH:11][CH:10]=2)=[CH:6][CH:5]=1)([O-:3])=[O:2].[C:18]([S-:20])#[N:19].[K+].BrBr.[NH4+].[OH-]. (5) The reactants are: [NH2:1][C:2](=[CH2:29])/[CH:3]=[CH:4]/[C:5](/[NH:8][C:9]1[C:18]2[CH2:17][N:16]([CH2:19][C:20]3[CH:25]=[CH:24][C:23]([O:26][CH3:27])=[CH:22][CH:21]=3)[C:15](=[O:28])[NH:14][C:13]=2[N:12]=[CH:11][CH:10]=1)=[CH:6]/C.[F:30][C:31]1[CH:36]=[CH:35][C:34]([N:37]=[C:38]=[O:39])=[CH:33][C:32]=1[F:40]. Given the product [F:40][C:32]1[CH:33]=[C:34]([NH:37][C:38]([NH:1][C:2]2[CH:3]=[CH:4][C:5]([NH:8][C:9]3[C:18]4[CH2:17][N:16]([CH2:19][C:20]5[CH:21]=[CH:22][C:23]([O:26][CH3:27])=[CH:24][CH:25]=5)[C:15](=[O:28])[NH:14][C:13]=4[N:12]=[CH:11][CH:10]=3)=[CH:6][CH:29]=2)=[O:39])[CH:35]=[CH:36][C:31]=1[F:30], predict the reactants needed to synthesize it. (6) The reactants are: Cl.[C:2]([O:6][CH:7]1[CH2:12][CH2:11][NH:10][CH2:9][CH2:8]1)([CH3:5])([CH3:4])[CH3:3].C(N(CC)CC)C.[O:20]=[C:21]1[C:30]2[C:25](=[CH:26][CH:27]=[CH:28][CH:29]=2)[C:24]([CH2:31][C:32]2[CH:37]=[CH:36][N:35]=[C:34]([C:38](O)=[O:39])[CH:33]=2)=[N:23][NH:22]1.F[P-](F)(F)(F)(F)F.N1(OC(N(C)C)=[N+](C)C)C2C=CC=CC=2N=N1. Given the product [C:2]([O:6][CH:7]1[CH2:12][CH2:11][N:10]([C:38]([C:34]2[CH:33]=[C:32]([CH2:31][C:24]3[C:25]4[C:30](=[CH:29][CH:28]=[CH:27][CH:26]=4)[C:21](=[O:20])[NH:22][N:23]=3)[CH:37]=[CH:36][N:35]=2)=[O:39])[CH2:9][CH2:8]1)([CH3:5])([CH3:3])[CH3:4], predict the reactants needed to synthesize it. (7) Given the product [CH3:24][N:25]([CH2:22][C:5]1[C:6]([OH:20])=[C:7]2[C:8](=[C:3]([O:2][CH3:1])[C:4]=1[OH:21])[O:9][C:10]([C:14]1[CH:19]=[CH:18][CH:17]=[CH:16][CH:15]=1)=[CH:11][C:12]2=[O:13])[CH3:26], predict the reactants needed to synthesize it. The reactants are: [CH3:1][O:2][C:3]1[C:4]([OH:21])=[CH:5][C:6]([OH:20])=[C:7]2[C:12](=[O:13])[CH:11]=[C:10]([C:14]3[CH:15]=[CH:16][CH:17]=[CH:18][CH:19]=3)[O:9][C:8]=12.[CH2:22]=O.[CH3:24][NH:25][CH3:26]. (8) The reactants are: C([O:4][CH2:5][C:6]([NH:8][C:9]1[CH:10]=[C:11]([C:15]2[N:16]=[C:17]([CH2:20][N:21]3[CH:25]=[C:24]([C:26]([O:28]CC)=[O:27])[CH:23]=[N:22]3)[S:18][CH:19]=2)[CH:12]=[CH:13][CH:14]=1)=[O:7])(=O)C.[OH-].[Na+].Cl. Given the product [OH:4][CH2:5][C:6]([NH:8][C:9]1[CH:10]=[C:11]([C:15]2[N:16]=[C:17]([CH2:20][N:21]3[CH:25]=[C:24]([C:26]([OH:28])=[O:27])[CH:23]=[N:22]3)[S:18][CH:19]=2)[CH:12]=[CH:13][CH:14]=1)=[O:7], predict the reactants needed to synthesize it.